Dataset: Peptide-MHC class I binding affinity with 185,985 pairs from IEDB/IMGT. Task: Regression. Given a peptide amino acid sequence and an MHC pseudo amino acid sequence, predict their binding affinity value. This is MHC class I binding data. (1) The peptide sequence is FPKAGLLII. The binding affinity (normalized) is 0.622. The MHC is HLA-B53:01 with pseudo-sequence HLA-B53:01. (2) The binding affinity (normalized) is 0.260. The peptide sequence is FSLGVLGM. The MHC is H-2-Kb with pseudo-sequence H-2-Kb. (3) The peptide sequence is SLTESDMDY. The MHC is HLA-B15:01 with pseudo-sequence HLA-B15:01. The binding affinity (normalized) is 0.